This data is from Forward reaction prediction with 1.9M reactions from USPTO patents (1976-2016). The task is: Predict the product of the given reaction. Given the reactants C(OC(N1CCC(CO[C:16]2[CH:25]=[C:24]3[C:19]([C:20](OC4C=C5C(=CC=4)NC=C5C)=[N:21][CH:22]=[N:23]3)=[CH:18][C:17]=2OC)CC1)=O)(C)(C)C.C(O)(C(F)(F)F)=O, predict the reaction product. The product is: [N:23]1[C:24]2[C:19](=[CH:18][CH:17]=[CH:16][CH:25]=2)[CH:20]=[N:21][CH:22]=1.